This data is from HIV replication inhibition screening data with 41,000+ compounds from the AIDS Antiviral Screen. The task is: Binary Classification. Given a drug SMILES string, predict its activity (active/inactive) in a high-throughput screening assay against a specified biological target. (1) The compound is Cc1cn(C2CC(N(O)Cc3ccccc3)C(CO[Si](C)(C)C(C)(C)C)O2)c(=O)[nH]c1=O. The result is 0 (inactive). (2) The drug is CCCc1cc(=O)oc2c3c(c4c(c12)OC(C)(C)C=C4)OC(C)C(C)C3O[Si](C)(C)C(C)(C)C. The result is 0 (inactive). (3) The drug is COC1=CC(=O)C(O)=C(CC2(C)C(C)CCC3(C)C2CCCC3(C)C)C1=O. The result is 0 (inactive). (4) The drug is CN(C)CCCNc1c2ccccc2nc2cccc([N+](=O)[O-])c12. The result is 0 (inactive). (5) The compound is CCOCC(C=NNC(=N)N)=NNC(=N)N.O=S(=O)(O)O. The result is 0 (inactive). (6) The molecule is O=c1nc2n(CCO)c(-c3ccccc3)c(-c3ccccc3)nc-2c(=O)[nH]1. The result is 0 (inactive).